From a dataset of Reaction yield outcomes from USPTO patents with 853,638 reactions. Predict the reaction yield, written as a fraction of the theoretical maximum amount of product (1.0 means a 100% yield; for example, 0.34 means a 34% yield). (1) The reactants are [Br:1][C:2]1[CH:7]=[CH:6][C:5](B(O)O)=[CH:4][CH:3]=1.C[Si](C)(C)[N-][Si](C)(C)C.[Na+].N[C@@H]1C[CH2:26][CH2:25][CH2:24][C@H:23]1[OH:28].N#N.IC1CCOC1.Cl. The catalyst is CC(O)C.[Ni](I)I. The product is [Br:1][C:2]1[CH:7]=[CH:6][C:5]([CH:25]2[CH2:24][CH2:23][O:28][CH2:26]2)=[CH:4][CH:3]=1. The yield is 0.510. (2) The product is [CH3:8][C:5]1([CH3:9])[CH2:6][CH2:7][C:2]([C:10]([O:12][CH3:13])=[O:11])([C:23]([O:22][CH3:21])=[O:24])[CH2:3][CH2:4]1. The yield is 0.540. The catalyst is C1COCC1. The reactants are C[C:2]1([C:10]([OH:12])=[O:11])[CH2:7][CH2:6][C:5]([CH3:9])([CH3:8])[CH2:4][CH2:3]1.[CH:13](NC(C)C)(C)C.[Li].[CH3:21][O:22][C:23](Cl)=[O:24]. (3) The reactants are [CH2:1]([O:4][C:5]1[CH:13]=[CH:12][CH:11]=[CH:10][C:6]=1[C:7]([OH:9])=[O:8])[CH2:2][CH3:3].[Cl:14][S:15](O)(=[O:17])=[O:16].S(Cl)(Cl)=O. The catalyst is C(Cl)Cl. The product is [Cl:14][S:15]([C:11]1[CH:12]=[CH:13][C:5]([O:4][CH2:1][CH2:2][CH3:3])=[C:6]([CH:10]=1)[C:7]([OH:9])=[O:8])(=[O:17])=[O:16]. The yield is 0.920. (4) The reactants are [Li]CCCC.[O:6]1[CH:10]=[C:9]([CH:11]=O)[N:8]=[CH:7]1.[OH2:13].[CH3:14][CH2:15][O:16][CH2:17][CH3:18]. No catalyst specified. The product is [CH2:15]([O:16][C:17](=[O:13])[CH:18]=[CH:11][C:9]1[N:8]=[CH:7][O:6][CH:10]=1)[CH3:14]. The yield is 0.740.